The task is: Predict the reaction yield, written as a fraction of the theoretical maximum amount of product (1.0 means a 100% yield; for example, 0.34 means a 34% yield).. This data is from Reaction yield outcomes from USPTO patents with 853,638 reactions. The reactants are Br[CH2:2][CH2:3][CH:4]=[C:5]1[C:11]2[CH:12]=[CH:13][CH:14]=[N:15][C:10]=2[CH2:9][O:8][C:7]2[CH:16]=[CH:17][C:18]([C:20]([OH:23])([CH3:22])[CH3:21])=[CH:19][C:6]1=2.C(=O)([O-])[O-].[K+].[K+].[Cl:30][C:31]1[CH:36]=[CH:35][C:34]([NH:37][C:38]2([C:44]#[N:45])[CH2:43][CH2:42][NH:41][CH2:40][CH2:39]2)=[CH:33][CH:32]=1. The catalyst is O.C(#N)C.C(OCC)(=O)C. The product is [Cl:30][C:31]1[CH:32]=[CH:33][C:34]([NH:37][C:38]2([C:44]#[N:45])[CH2:43][CH2:42][N:41]([CH2:2][CH2:3][CH:4]=[C:5]3[C:11]4[CH:12]=[CH:13][CH:14]=[N:15][C:10]=4[CH2:9][O:8][C:7]4[CH:16]=[CH:17][C:18]([C:20]([OH:23])([CH3:22])[CH3:21])=[CH:19][C:6]3=4)[CH2:40][CH2:39]2)=[CH:35][CH:36]=1. The yield is 0.0800.